From a dataset of Catalyst prediction with 721,799 reactions and 888 catalyst types from USPTO. Predict which catalyst facilitates the given reaction. Reactant: Br[C:2]1[C:11]2[C:6](=[CH:7][CH:8]=[CH:9][CH:10]=2)[C:5]([Br:12])=[CH:4][CH:3]=1.[NH:13]1[CH2:17][CH2:16][CH2:15][CH2:14]1.C1C=CC(P(C2C=CC3C(=CC=CC=3)C=2C2C3C(=CC=CC=3)C=CC=2P(C2C=CC=CC=2)C2C=CC=CC=2)C2C=CC=CC=2)=CC=1.CC(C)([O-])C.[Na+].C1(C)C=CC=CC=1. Product: [Br:12][C:5]1[C:6]2[C:11](=[CH:10][CH:9]=[CH:8][CH:7]=2)[C:2]([N:13]2[CH2:17][CH2:16][CH2:15][CH2:14]2)=[CH:3][CH:4]=1. The catalyst class is: 110.